The task is: Binary Classification. Given a miRNA mature sequence and a target amino acid sequence, predict their likelihood of interaction.. This data is from Experimentally validated miRNA-target interactions with 360,000+ pairs, plus equal number of negative samples. The miRNA is mmu-miR-5129-5p with sequence AUGUGGGGGCAUUGGUAUUUUC. The protein sequence of the target gene is MSKSRAEAAAGAPGIILRYLQEQNRPYSAQDVFGNLQKEHGLGKAAVVKALDQLAQEGKIKEKTYGKQKIYFADQNQFDTVSDADLHGLDASIVALTAKVQSLQQSCRHMEAELKELTSALTTPEMQKEIQELKKECAQYTERLKNIKAATNHVTPEEKEKVYRDRQKYCKEWRKRKRMTTELCDAILEGYPKSKKQFFEEVGIETDEDHNVLLPDP. Result: 0 (no interaction).